The task is: Binary Classification. Given a drug SMILES string, predict its activity (active/inactive) in a high-throughput screening assay against a specified biological target.. This data is from Cav3 T-type calcium channel HTS with 100,875 compounds. (1) The compound is Fc1ccc(N2CC(CC2=O)C(Oc2cc(N3C(=O)CCC3=O)ccc2)=O)cc1. The result is 0 (inactive). (2) The drug is OC(CN(C1CCCCC1)C)COc1ccc(OCC(O)CN(C2CCCCC2)C)cc1. The result is 0 (inactive). (3) The compound is S(=O)(=O)(N1CC(CCC1)C(=O)NC1CCCCC1)c1sccc1. The result is 0 (inactive). (4) The molecule is Brc1c(OCc2cccnc2)c(OC)cc(c1)CO. The result is 0 (inactive). (5) The compound is O=C(NC1CCCCC1)CN(Cc1occc1)C(=O)CCCC(=O)Nc1ncccc1. The result is 0 (inactive). (6) The drug is O=C(N(C1CCCCC1)C1CCCCC1)c1noc(c1)C. The result is 0 (inactive). (7) The drug is Clc1ccc(C(OC(CN2CCN(CC2)C)C)=O)cc1. The result is 0 (inactive). (8) The molecule is Clc1cc(C2NC3(N=C(C2)c2cc4OCOc4cc2)CCN(CC3)C(C)C)c(O)cc1. The result is 0 (inactive). (9) The drug is O1C(CCC1)COC(=O)C=1C(C2=C(NC1C)CC(CC2=O)c1occc1)c1cc(O)c(OC)cc1. The result is 0 (inactive). (10) The compound is n1(CCNCCc2ccccc2)c2ncnc(N)c2nc1. The result is 0 (inactive).